Dataset: Forward reaction prediction with 1.9M reactions from USPTO patents (1976-2016). Task: Predict the product of the given reaction. (1) Given the reactants [Br:1][C:2]1[CH:3]=[C:4]([NH:11]C(=O)OC(C)(C)C)[S:5][C:6]=1[CH2:7][CH2:8][CH2:9][CH3:10].FC(F)(F)C(O)=O, predict the reaction product. The product is: [Br:1][C:2]1[CH:3]=[C:4]([NH2:11])[S:5][C:6]=1[CH2:7][CH2:8][CH2:9][CH3:10]. (2) Given the reactants Cl[C:2]1[C:3]2[N:15]=[C:14]([Cl:16])[CH:13]=[CH:12][C:4]=2[N:5]=[C:6]([NH:8][C:9](=[O:11])[CH3:10])[N:7]=1.ClC1N=C(Cl)C2N=[C:26]([C:28]3[CH:33]=CC(F)=CC=3)C=CC=2N=1, predict the reaction product. The product is: [Cl:16][C:14]1[CH:13]=[CH:12][C:4]2[N:5]=[C:6]([NH:8][C:9](=[O:11])[CH3:10])[N:7]=[C:2]([CH:33]3[CH2:28][CH2:26]3)[C:3]=2[N:15]=1.